This data is from Peptide-MHC class II binding affinity with 134,281 pairs from IEDB. The task is: Regression. Given a peptide amino acid sequence and an MHC pseudo amino acid sequence, predict their binding affinity value. This is MHC class II binding data. (1) The peptide sequence is SWLEPVQFLRSVFAN. The MHC is DRB1_1101 with pseudo-sequence DRB1_1101. The binding affinity (normalized) is 0.269. (2) The peptide sequence is RTLIGQEKYTDYLTV. The MHC is DRB3_0301 with pseudo-sequence DRB3_0301. The binding affinity (normalized) is 0.359. (3) The peptide sequence is PAAAYATATPAAATA. The binding affinity (normalized) is 0.531. The MHC is DRB1_0701 with pseudo-sequence DRB1_0701. (4) The binding affinity (normalized) is 0.279. The MHC is HLA-DQA10201-DQB10202 with pseudo-sequence HLA-DQA10201-DQB10202. The peptide sequence is LWEVKSAKPLTGPMN. (5) The peptide sequence is IYWTIVKPGDILLIN. The MHC is DRB1_0401 with pseudo-sequence DRB1_0401. The binding affinity (normalized) is 0.130. (6) The peptide sequence is TPLTLVDICFWSTLF. The MHC is DRB4_0101 with pseudo-sequence DRB4_0103. The binding affinity (normalized) is 0.507. (7) The peptide sequence is AFKRAATAANAAPAN. The binding affinity (normalized) is 0.321. The MHC is DRB1_0701 with pseudo-sequence DRB1_0701.